Predict the product of the given reaction. From a dataset of Forward reaction prediction with 1.9M reactions from USPTO patents (1976-2016). (1) Given the reactants [S:1](Cl)([CH3:4])(=[O:3])=[O:2].[N+:6]([C:9]1[CH:14]=[CH:13][C:12]([N:15]2[CH2:19][CH2:18][CH:17]([OH:20])[CH2:16]2)=[CH:11][CH:10]=1)([O-])=O.C(N(CC)CC)C, predict the reaction product. The product is: [CH3:4][S:1]([O:20][CH:17]1[CH2:18][CH2:19][N:15]([C:12]2[CH:13]=[CH:14][C:9]([NH2:6])=[CH:10][CH:11]=2)[CH2:16]1)(=[O:3])=[O:2]. (2) Given the reactants [F:1][C:2]([F:29])([F:28])[C:3]([C:9]1[CH:14]=[CH:13][C:12]([C:15]2[CH:20]=[CH:19][C:18]([CH2:21][N:22]3[CH2:27][CH2:26][NH:25][CH2:24][CH2:23]3)=[CH:17][CH:16]=2)=[CH:11][CH:10]=1)([OH:8])[C:4]([F:7])([F:6])[F:5].[CH:30](=[O:37])[C:31]1[CH:36]=[CH:35][N:34]=[CH:33][CH:32]=1.[BH-](OC(C)=O)(OC(C)=O)OC(C)=O.[Na+], predict the reaction product. The product is: [F:29][C:2]([F:28])([F:1])[C:3]([C:9]1[CH:10]=[CH:11][C:12]([C:15]2[CH:20]=[CH:19][C:18]([CH2:21][N:22]3[CH2:23][CH2:24][N:25]([CH2:30][C:31]4[CH:36]=[CH:35][N:34]=[CH:33][CH:32]=4)[CH2:26][CH2:27]3)=[CH:17][CH:16]=2)=[CH:13][CH:14]=1)([OH:8])[C:4]([F:7])([F:6])[F:5].[C:3]([OH:8])([C:4]([F:7])([F:6])[F:5])=[O:37]. (3) Given the reactants [CH3:1][O:2][C:3](=[O:31])[C:4]([C:24]([O:26][C:27]([CH3:30])([CH3:29])[CH3:28])=[O:25])=[CH:5][C:6]1[CH:14]=[C:13]([CH3:15])[C:12]2[C:8](=[CH:9][N:10]([CH2:16][O:17][CH2:18][CH2:19][Si:20]([CH3:23])([CH3:22])[CH3:21])[N:11]=2)[CH:7]=1, predict the reaction product. The product is: [CH3:1][O:2][C:3](=[O:31])[CH:4]([C:24]([O:26][C:27]([CH3:29])([CH3:28])[CH3:30])=[O:25])[CH2:5][C:6]1[CH:14]=[C:13]([CH3:15])[C:12]2[C:8](=[CH:9][N:10]([CH2:16][O:17][CH2:18][CH2:19][Si:20]([CH3:22])([CH3:21])[CH3:23])[N:11]=2)[CH:7]=1. (4) Given the reactants [Br:1][C:2]1[CH:7]=[CH:6][C:5]([CH2:8][CH2:9][CH2:10][OH:11])=[CH:4][CH:3]=1.C(N(CC)CC)C.[CH3:19][S:20](Cl)(=[O:22])=[O:21], predict the reaction product. The product is: [CH3:19][S:20]([O:11][CH2:10][CH2:9][CH2:8][C:5]1[CH:4]=[CH:3][C:2]([Br:1])=[CH:7][CH:6]=1)(=[O:22])=[O:21]. (5) Given the reactants [Cl:1][C:2]1[C:3]2[S:10][CH:9]=[CH:8][C:4]=2[N:5]=[CH:6][N:7]=1.[CH:11]([N-:14]C(C)C)(C)C.[Li+].S(C#N)(C1C=CC(C)=CC=1)(=O)=O, predict the reaction product. The product is: [Cl:1][C:2]1[C:3]2[S:10][C:9]([C:11]#[N:14])=[CH:8][C:4]=2[N:5]=[CH:6][N:7]=1.